Dataset: Reaction yield outcomes from USPTO patents with 853,638 reactions. Task: Predict the reaction yield, written as a fraction of the theoretical maximum amount of product (1.0 means a 100% yield; for example, 0.34 means a 34% yield). (1) The reactants are [Br:1][C:2]1[CH:3]=[C:4]([CH:9]=[C:10]([OH:12])[CH:11]=1)[C:5]([O:7][CH3:8])=[O:6].C([O-])([O-])=O.[K+].[K+].I[CH:20]([CH3:22])[CH3:21]. The catalyst is CN(C=O)C.CC(=O)OCC. The product is [Br:1][C:2]1[CH:3]=[C:4]([CH:9]=[C:10]([O:12][CH:20]([CH3:22])[CH3:21])[CH:11]=1)[C:5]([O:7][CH3:8])=[O:6]. The yield is 0.750. (2) The reactants are [CH:1]1([N:6]2[C:10]3[N:11]=[C:12]([NH:15][C:16]4[CH:24]=[CH:23][C:19]([C:20](O)=[O:21])=[CH:18][N:17]=4)[N:13]=[CH:14][C:9]=3[CH:8]=[C:7]2[C:25](=[O:29])[N:26]([CH3:28])[CH3:27])[CH2:5][CH2:4][CH2:3][CH2:2]1.[C@H:30]12[CH2:37][C@H:33]([C@H:34]([OH:36])[CH2:35]1)[CH2:32][NH:31]2. No catalyst specified. The product is [CH:1]1([N:6]2[C:10]3[N:11]=[C:12]([NH:15][C:16]4[CH:24]=[CH:23][C:19]([C:20]([N:31]5[CH2:32][C@@H:33]6[CH2:37][C@H:30]5[CH2:35][C@H:34]6[OH:36])=[O:21])=[CH:18][N:17]=4)[N:13]=[CH:14][C:9]=3[CH:8]=[C:7]2[C:25]([N:26]([CH3:28])[CH3:27])=[O:29])[CH2:5][CH2:4][CH2:3][CH2:2]1. The yield is 0.600. (3) The reactants are [CH:1]([OH:4])([CH3:3])C.[CH3:5][C:6](C)([O-])C.[Na+].Cl[C:12]1[C:21]2[C:16](=[CH:17][CH:18]=[C:19]([S:22][C:23]3[N:27]4[CH:28]=[C:29]([C:32]5[CH:33]=[N:34][N:35]([CH3:37])[CH:36]=5)[CH:30]=[CH:31][C:26]4=[N:25][N:24]=3)[CH:20]=2)[N:15]=[CH:14][C:13]=1[C:38]1[CH:39]=[N:40][N:41]([CH3:43])[CH:42]=1. The catalyst is CS(C)=O. The product is [CH:3]1([CH2:1][O:4][C:12]2[C:21]3[C:16](=[CH:17][CH:18]=[C:19]([S:22][C:23]4[N:27]5[CH:28]=[C:29]([C:32]6[CH:33]=[N:34][N:35]([CH3:37])[CH:36]=6)[CH:30]=[CH:31][C:26]5=[N:25][N:24]=4)[CH:20]=3)[N:15]=[CH:14][C:13]=2[C:38]2[CH:39]=[N:40][N:41]([CH3:43])[CH:42]=2)[CH2:6][CH2:5]1. The yield is 0.430.